Dataset: Full USPTO retrosynthesis dataset with 1.9M reactions from patents (1976-2016). Task: Predict the reactants needed to synthesize the given product. (1) The reactants are: [O:1]1CCO[CH:2]1[C:6]1[CH:7]=[CH:8][C:9]2[O:13][C:12](=[O:14])[N:11]([CH2:15][C:16]3[CH:21]=[CH:20][CH:19]=[C:18]([O:22][CH3:23])[CH:17]=3)[C:10]=2[CH:24]=1.CC1C=CC(S(O)(=O)=O)=CC=1. Given the product [CH3:23][O:22][C:18]1[CH:17]=[C:16]([CH:21]=[CH:20][CH:19]=1)[CH2:15][N:11]1[C:10]2[CH:24]=[C:6]([CH:2]=[O:1])[CH:7]=[CH:8][C:9]=2[O:13][C:12]1=[O:14], predict the reactants needed to synthesize it. (2) Given the product [C:17]([NH:20][NH:21][C:14]([C@@H:9]1[CH2:10][O:11][CH2:12][CH2:13][N:8]1[C:6]([O:5][C:1]([CH3:2])([CH3:3])[CH3:4])=[O:7])=[O:16])(=[O:19])[CH3:18], predict the reactants needed to synthesize it. The reactants are: [C:1]([O:5][C:6]([N:8]1[CH2:13][CH2:12][O:11][CH2:10][C@H:9]1[C:14]([OH:16])=O)=[O:7])([CH3:4])([CH3:3])[CH3:2].[C:17]([NH:20][NH2:21])(=[O:19])[CH3:18].C(N(CC)CC)C.CN(C(ON1N=NC2C=CC=NC1=2)=[N+](C)C)C.F[P-](F)(F)(F)(F)F. (3) The reactants are: [NH2:1][C:2]1[CH:7]=[CH:6][C:5]([CH:8]2[CH2:12][CH2:11][N:10]([C:13]([O:15][C:16]([CH3:19])([CH3:18])[CH3:17])=[O:14])[CH2:9]2)=[CH:4][CH:3]=1.C(N(CC)CC)C.[Cl:27][C:28]1[CH:36]=[CH:35][C:31]([C:32](Cl)=[O:33])=[CH:30][CH:29]=1.Cl. Given the product [C:16]([O:15][C:13]([N:10]1[CH2:11][CH2:12][CH:8]([C:5]2[CH:4]=[CH:3][C:2]([NH:1][C:32](=[O:33])[C:31]3[CH:35]=[CH:36][C:28]([Cl:27])=[CH:29][CH:30]=3)=[CH:7][CH:6]=2)[CH2:9]1)=[O:14])([CH3:19])([CH3:18])[CH3:17], predict the reactants needed to synthesize it. (4) Given the product [CH3:1][O:2][C:3]1[CH:8]=[CH:7][C:6]([CH2:9][N:10]2[CH2:14][C:13]3([CH2:19][CH2:18][CH2:17][C:16]([CH2:36][O:37][CH2:38][C:39]4[CH:44]=[CH:43][CH:42]=[CH:41][CH:40]=4)([C:20]([O:22][CH3:23])=[O:21])[CH2:15]3)[O:12][C:11]2=[O:24])=[CH:5][CH:4]=1, predict the reactants needed to synthesize it. The reactants are: [CH3:1][O:2][C:3]1[CH:8]=[CH:7][C:6]([CH2:9][N:10]2[CH2:14][C:13]3([CH2:19][CH2:18][CH2:17][CH:16]([C:20]([O:22][CH3:23])=[O:21])[CH2:15]3)[O:12][C:11]2=[O:24])=[CH:5][CH:4]=1.C[Si]([N-][Si](C)(C)C)(C)C.[Na+].Cl[CH2:36][O:37][CH2:38][C:39]1[CH:44]=[CH:43][CH:42]=[CH:41][CH:40]=1. (5) Given the product [Cl:1][C:2]1[CH:7]=[C:6]([Cl:8])[CH:5]=[CH:4][C:3]=1/[CH:9]=[CH:10]/[C:11]([O:13][CH2:19][CH3:20])=[O:12], predict the reactants needed to synthesize it. The reactants are: [Cl:1][C:2]1[CH:7]=[C:6]([Cl:8])[CH:5]=[CH:4][C:3]=1/[CH:9]=[CH:10]/[C:11]([OH:13])=[O:12].OS(O)(=O)=O.[CH2:19](O)[CH3:20]. (6) Given the product [ClH:29].[ClH:29].[NH2:8][CH:9]1[CH2:14][CH2:13][N:12]([C:15]2[C:25]([C:26]#[N:27])=[CH:24][C:18]([C:19]([O:21][CH2:22][CH3:23])=[O:20])=[C:17]([CH3:28])[N:16]=2)[CH2:11][CH2:10]1, predict the reactants needed to synthesize it. The reactants are: C(OC([NH:8][CH:9]1[CH2:14][CH2:13][N:12]([C:15]2[C:25]([C:26]#[N:27])=[CH:24][C:18]([C:19]([O:21][CH2:22][CH3:23])=[O:20])=[C:17]([CH3:28])[N:16]=2)[CH2:11][CH2:10]1)=O)(C)(C)C.[ClH:29].